Predict the product of the given reaction. From a dataset of Forward reaction prediction with 1.9M reactions from USPTO patents (1976-2016). Given the reactants [OH:1][PH2:2]=[O:3].[OH2:4].C([O-])(=O)C.[Ca+2:9].C([O-])(=O)C.[OH2:14].O.O.O.O.[N+]([O-])([O-])=O.[Ca+2].[N+]([O-])([O-])=O, predict the reaction product. The product is: [P:2]([O-:14])([O-:4])([O-:1])=[O:3].[Ca+2:9].[P:2]([O-:14])([O-:4])([O-:1])=[O:3].[Ca+2:9].[Ca+2:9].